From a dataset of Retrosynthesis with 50K atom-mapped reactions and 10 reaction types from USPTO. Predict the reactants needed to synthesize the given product. (1) Given the product O=C(C[C@@H]1CC=CCCC(=O)N[C@H](Cc2ccccc2)COC1=O)NCc1ccc(Cl)cc1, predict the reactants needed to synthesize it. The reactants are: NCc1ccc(Cl)cc1.O=C(O)C[C@@H]1CC=CCCC(=O)N[C@H](Cc2ccccc2)COC1=O. (2) Given the product CN1C(=O)CN=C(c2ccccc2F)c2cc(NC(=O)NCCO)ccc21, predict the reactants needed to synthesize it. The reactants are: CC(=O)OCCNC(=O)Nc1ccc2c(c1)C(c1ccccc1F)=NCC(=O)N2C.